This data is from Full USPTO retrosynthesis dataset with 1.9M reactions from patents (1976-2016). The task is: Predict the reactants needed to synthesize the given product. (1) Given the product [Br:12][C:9]1[CH:10]=[CH:11][C:2]2[CH2:6][CH2:5][O:4][C:3]=2[CH:8]=1, predict the reactants needed to synthesize it. The reactants are: Br[C:2]1[CH:11]=[CH:10][C:9]([Br:12])=[CH:8][C:3]=1[O:4][CH2:5][CH2:6]O.P(Br)(Br)Br.[OH-].[Na+].CCOC(C)=O.CCCCCC. (2) Given the product [CH3:19][O:20][C:21](=[O:26])[C@H:41]([CH:1]([CH3:3])[CH3:2])[C:40]([C:30]1[CH:31]=[CH:32][C:33]([CH2:34][CH2:35][C:36]([CH3:37])([CH3:38])[CH3:39])=[C:28]([Cl:27])[CH:29]=1)([NH:42][S@:43]([C:45]([CH3:48])([CH3:47])[CH3:46])=[O:44])[CH3:13], predict the reactants needed to synthesize it. The reactants are: [CH:1](NC(C)C)([CH3:3])[CH3:2].C([Li])CCC.[CH3:13]CCCCC.[CH3:19][O:20][C:21](=[O:26])CC(C)C.[Cl:27][C:28]1[CH:29]=[C:30](/[C:40](=[N:42]/[S@:43]([C:45]([CH3:48])([CH3:47])[CH3:46])=[O:44])/[CH3:41])[CH:31]=[CH:32][C:33]=1[CH2:34][CH2:35][C:36]([CH3:39])([CH3:38])[CH3:37].[Cl-].[NH4+].